This data is from Full USPTO retrosynthesis dataset with 1.9M reactions from patents (1976-2016). The task is: Predict the reactants needed to synthesize the given product. (1) Given the product [Cl:27][C:28]1[C:29]([CH3:38])=[CH:30][C:31]([NH:17][CH:14]2[CH2:13][CH2:12][N:11]([C@H:8]3[CH2:7][CH2:6][C@H:5]([O:4][CH2:1][CH2:2][CH3:3])[CH2:10][CH2:9]3)[CH2:16][CH2:15]2)=[C:32]([N+:34]([O-:36])=[O:35])[CH:33]=1, predict the reactants needed to synthesize it. The reactants are: [CH2:1]([O:4][C@H:5]1[CH2:10][CH2:9][C@H:8]([N:11]2[CH2:16][CH2:15][CH:14]([NH2:17])[CH2:13][CH2:12]2)[CH2:7][CH2:6]1)[CH2:2][CH3:3].C(N(C(C)C)CC)(C)C.[Cl:27][C:28]1[CH:33]=[C:32]([N+:34]([O-:36])=[O:35])[C:31](F)=[CH:30][C:29]=1[CH3:38]. (2) The reactants are: [CH3:1][O:2][C:3](=[O:27])[CH2:4][CH2:5][CH2:6][CH2:7][CH2:8][CH2:9][N:10]1[C:14](=[O:15])[CH2:13][CH2:12][C@@H:11]1/[CH:16]=[CH:17]/[C:18]([C:20]1[CH:25]=[CH:24][CH:23]=[C:22]([Br:26])[CH:21]=1)=[O:19].[BH4-].[Na+].Cl. Given the product [CH3:1][O:2][C:3](=[O:27])[CH2:4][CH2:5][CH2:6][CH2:7][CH2:8][CH2:9][N:10]1[C:14](=[O:15])[CH2:13][CH2:12][C@@H:11]1/[CH:16]=[CH:17]/[CH:18]([C:20]1[CH:25]=[CH:24][CH:23]=[C:22]([Br:26])[CH:21]=1)[OH:19], predict the reactants needed to synthesize it. (3) Given the product [CH3:8][O:9][C:10]1[CH:15]=[CH:14][C:13]([S:16][C:2]([CH3:7])([CH3:1])[CH2:3][C:4]([OH:6])=[O:5])=[CH:12][CH:11]=1, predict the reactants needed to synthesize it. The reactants are: [CH3:1][C:2]([CH3:7])=[CH:3][C:4]([OH:6])=[O:5].[CH3:8][O:9][C:10]1[CH:15]=[CH:14][C:13]([SH:16])=[CH:12][CH:11]=1.N1CCCCC1.CCCCC.